Dataset: Tyrosyl-DNA phosphodiesterase HTS with 341,365 compounds. Task: Binary Classification. Given a drug SMILES string, predict its activity (active/inactive) in a high-throughput screening assay against a specified biological target. (1) The result is 0 (inactive). The molecule is O(c1ccc(C(C)C)cc1)CC(=O)Nc1cc(C(=O)Nc2c(cccc2)C(O)=O)ccc1. (2) The compound is Clc1cc(NC(=O)NNC(=O)CCC(=O)Nc2c(cc(cc2)C)C)ccc1. The result is 0 (inactive). (3) The drug is S(=O)(=O)(Nc1cc(c2nnc(N3CCC(CC3)C)cc2)ccc1)c1ccc(OCC)cc1. The result is 0 (inactive). (4) The compound is Fc1cc(/C=C2/CCC\C(C2=O)=C/C=N\N(C)C)ccc1F. The result is 0 (inactive). (5) The compound is Clc1c(S(=O)(=O)N2CCCC2)cc(NC(=O)CCc2ccc(OC)cc2)cc1. The result is 0 (inactive). (6) The molecule is S1CC(=NN=C1NCCCOC)c1c(n(c(c1)C)Cc1occc1)C. The result is 0 (inactive). (7) The compound is S(=O)(=O)(N(CC)CC)c1cc(N\N=C2/C(=O)c3c(OC2=O)cccc3)ccc1. The result is 0 (inactive). (8) The molecule is O=C(N1CCCC1)c1c(NC(=O)c2c(OC(=O)C)cccc2)cccc1. The result is 0 (inactive).